This data is from Catalyst prediction with 721,799 reactions and 888 catalyst types from USPTO. The task is: Predict which catalyst facilitates the given reaction. (1) Product: [CH2:23]([O:30][C:31]1[CH:32]=[CH:33][C:34]([C:35]2[NH:8][C:7]3=[N:6][C:5]([O:9][CH:10]4[CH2:15][CH2:14][N:13]([C:16]([O:18][C:19]([CH3:22])([CH3:21])[CH3:20])=[O:17])[CH2:12][CH2:11]4)=[CH:4][CH:3]=[C:2]3[N:1]=2)=[CH:37][CH:38]=1)[C:24]1[CH:25]=[CH:26][CH:27]=[CH:28][CH:29]=1. Reactant: [NH2:1][C:2]1[CH:3]=[CH:4][C:5]([O:9][CH:10]2[CH2:15][CH2:14][N:13]([C:16]([O:18][C:19]([CH3:22])([CH3:21])[CH3:20])=[O:17])[CH2:12][CH2:11]2)=[N:6][C:7]=1[NH2:8].[CH2:23]([O:30][C:31]1[CH:38]=[CH:37][C:34]([CH:35]=O)=[CH:33][CH:32]=1)[C:24]1[CH:29]=[CH:28][CH:27]=[CH:26][CH:25]=1.CO.C(OI(C1C=CC=CC=1)OC(=O)C)(=O)C. The catalyst class is: 6. (2) Reactant: [CH2:1]([OH:9])[C:2]1[C:3](=[CH:5][CH:6]=[CH:7][CH:8]=1)[OH:4].[CH3:10][C:11]([CH3:13])=O.C1(C)C=CC(S(O)(=O)=O)=CC=1. Product: [CH3:10][C:11]1([CH3:13])[O:9][CH2:1][C:2]2[CH:8]=[CH:7][CH:6]=[CH:5][C:3]=2[O:4]1. The catalyst class is: 48. (3) Reactant: Cl[C:2]1[CH:7]=[CH:6][C:5]([NH:8]C(=O)OC2C=CC=CC=2)=[CH:4][C:3]=1[C:18]([F:21])([F:20])F.Cl.[OH-].[Na+].[CH2:25](O)C. Product: [F:21][C:18]([C:3]1[CH:4]=[C:5]([CH:6]=[CH:7][CH:2]=1)[NH2:8])([F:20])[CH3:25]. The catalyst class is: 292. (4) Reactant: [OH:1][C:2]1[CH:10]=[CH:9][C:8]([C:11]2[N:12]([C:27]([O:29][C:30]([CH3:33])([CH3:32])[CH3:31])=[O:28])[C:13]3[C:18]([CH:19]=2)=[CH:17][C:16]([CH2:20][N:21]2[CH2:26][CH2:25][CH2:24][CH2:23][CH2:22]2)=[CH:15][CH:14]=3)=[C:7]2[C:3]=1[CH2:4][NH:5][C:6]2=[O:34].C(N(CC)CC)C.[C:42]1([S:52](Cl)(=[O:54])=[O:53])[C:51]2[C:46](=[CH:47][CH:48]=[CH:49][CH:50]=2)[CH:45]=[CH:44][CH:43]=1. Product: [C:42]1([S:52]([O:1][C:2]2[CH:10]=[CH:9][C:8]([C:11]3[N:12]([C:27]([O:29][C:30]([CH3:31])([CH3:33])[CH3:32])=[O:28])[C:13]4[C:18]([CH:19]=3)=[CH:17][C:16]([CH2:20][N:21]3[CH2:26][CH2:25][CH2:24][CH2:23][CH2:22]3)=[CH:15][CH:14]=4)=[C:7]3[C:3]=2[CH2:4][NH:5][C:6]3=[O:34])(=[O:54])=[O:53])[C:51]2[C:46](=[CH:47][CH:48]=[CH:49][CH:50]=2)[CH:45]=[CH:44][CH:43]=1. The catalyst class is: 10. (5) Reactant: [NH2:1][CH2:2][C:3]1[CH:4]=[C:5]([C:10]2[CH:15]=[CH:14][CH:13]=[C:12]([CH2:16][N:17]3[CH2:22][CH2:21][N:20](C(OC(C)(C)C)=O)[C@@H:19]([CH3:30])[CH2:18]3)[CH:11]=2)[CH:6]=[CH:7][C:8]=1[F:9].[C:31]1([C:37]([C:39]2[CH:40]=[C:41]([CH:45]=[CH:46][CH:47]=2)[C:42]([OH:44])=O)=[O:38])[CH:36]=[CH:35][CH:34]=[CH:33][CH:32]=1.CN(C(ON1N=NC2C=CC=NC1=2)=[N+](C)C)C.F[P-](F)(F)(F)(F)F.C(N(C(C)C)CC)(C)C. Product: [F:9][C:8]1[CH:7]=[CH:6][C:5]([C:10]2[CH:15]=[CH:14][CH:13]=[C:12]([CH2:16][N:17]3[CH2:22][CH2:21][NH:20][C@@H:19]([CH3:30])[CH2:18]3)[CH:11]=2)=[CH:4][C:3]=1[CH2:2][NH:1][C:42](=[O:44])[C:41]1[CH:45]=[CH:46][CH:47]=[C:39]([C:37]([C:31]2[CH:32]=[CH:33][CH:34]=[CH:35][CH:36]=2)=[O:38])[CH:40]=1. The catalyst class is: 3. (6) Reactant: [C:1](Cl)(=[O:8])[C:2]1[CH:7]=[CH:6][CH:5]=[CH:4][CH:3]=1.[Cl:10][C:11]1[CH:12]=[CH:13][C:14]([O:33][CH2:34][C:35]2[CH:40]=[CH:39][C:38]([F:41])=[CH:37][CH:36]=2)=[C:15]([C:17]2[N:18]([C:23]3[CH:24]=[C:25]([S:29]([NH2:32])(=[O:31])=[O:30])[CH:26]=[CH:27][CH:28]=3)[C:19]([CH3:22])=[CH:20][CH:21]=2)[CH:16]=1.C(N(CC)CC)C. Product: [Cl:10][C:11]1[CH:12]=[CH:13][C:14]([O:33][CH2:34][C:35]2[CH:36]=[CH:37][C:38]([F:41])=[CH:39][CH:40]=2)=[C:15]([C:17]2[N:18]([C:23]3[CH:24]=[C:25]([S:29]([NH:32][C:1]([C:2]4[CH:7]=[CH:6][CH:5]=[CH:4][CH:3]=4)=[O:8])(=[O:30])=[O:31])[CH:26]=[CH:27][CH:28]=3)[C:19]([CH3:22])=[CH:20][CH:21]=2)[CH:16]=1. The catalyst class is: 166.